Dataset: Full USPTO retrosynthesis dataset with 1.9M reactions from patents (1976-2016). Task: Predict the reactants needed to synthesize the given product. (1) Given the product [CH2:1]([O:5][C:6]1[CH:11]=[CH:10][C:9]([C:12]2[S:16][C:15]([S:17]([C:20]3([C:26]([NH:38][O:37][CH:35]4[CH2:34][CH2:52][CH2:51][CH2:50][O:36]4)=[O:28])[CH2:25][CH2:24][O:23][CH2:22][CH2:21]3)(=[O:19])=[O:18])=[CH:14][CH:13]=2)=[CH:8][CH:7]=1)[CH2:2][CH2:3][CH3:4], predict the reactants needed to synthesize it. The reactants are: [CH2:1]([O:5][C:6]1[CH:11]=[CH:10][C:9]([C:12]2[S:16][C:15]([S:17]([C:20]3([C:26]([OH:28])=O)[CH2:25][CH2:24][O:23][CH2:22][CH2:21]3)(=[O:19])=[O:18])=[CH:14][CH:13]=2)=[CH:8][CH:7]=1)[CH2:2][CH2:3][CH3:4].C(N([CH2:34][CH3:35])CC)C.[OH2:36].[OH:37][N:38]1C2C=CC=CC=2N=N1.Cl.CN(C)[CH2:50][CH2:51][CH2:52]N=C=NCC. (2) Given the product [O:48]=[C:44]1[CH:43]=[C:42]([C:40]2[CH:39]=[CH:38][N:37]=[C:36]([NH:35][CH:32]3[CH2:33][CH2:34][O:29][CH2:30][CH2:31]3)[N:41]=2)[CH:47]=[CH:46][N:45]1[CH2:12][C:13]1[N:14]([C:22]([O:24][C:25]([CH3:28])([CH3:27])[CH3:26])=[O:23])[C:15]2[C:20]([CH:21]=1)=[CH:19][CH:18]=[CH:17][CH:16]=2, predict the reactants needed to synthesize it. The reactants are: CC([O-])(C)C.[K+].CS(O[CH2:12][C:13]1[N:14]([C:22]([O:24][C:25]([CH3:28])([CH3:27])[CH3:26])=[O:23])[C:15]2[C:20]([CH:21]=1)=[CH:19][CH:18]=[CH:17][CH:16]=2)(=O)=O.[O:29]1[CH2:34][CH2:33][CH:32]([NH:35][C:36]2[N:41]=[C:40]([C:42]3[CH:47]=[CH:46][NH:45][C:44](=[O:48])[CH:43]=3)[CH:39]=[CH:38][N:37]=2)[CH2:31][CH2:30]1.O. (3) Given the product [F:43][C:44]1[CH:52]=[CH:51][C:47]([C:48](/[N:31]=[C:14]2/[N:13]([C@H:10]3[CH2:9][CH2:8][C@@H:7]([C:5](=[O:6])[NH:4][CH:1]([CH3:2])[CH3:3])[CH2:12][CH2:11]3)[C:21]3[CH:20]=[C:19]([O:22][CH2:23][CH2:24][N:25]4[CH2:30][CH2:29][CH2:28][CH2:27][CH2:26]4)[N:18]=[CH:17][C:16]=3[NH:15]/2)=[O:50])=[CH:46][C:45]=1[O:53][CH3:54], predict the reactants needed to synthesize it. The reactants are: [CH:1]([NH:4][C:5]([C@@H:7]1[CH2:12][CH2:11][C@H:10]([N:13]2[C:21]3[CH:20]=[C:19]([O:22][CH2:23][CH2:24][N:25]4[CH2:30][CH2:29][CH2:28][CH2:27][CH2:26]4)[N:18]=[CH:17][C:16]=3[NH:15]/[C:14]/2=[N:31]\C(C2C=CC3C=CSC=3C=2)=O)[CH2:9][CH2:8]1)=[O:6])([CH3:3])[CH3:2].[F:43][C:44]1[CH:52]=[CH:51][C:47]([C:48]([OH:50])=O)=[CH:46][C:45]=1[O:53][CH3:54].